From a dataset of Reaction yield outcomes from USPTO patents with 853,638 reactions. Predict the reaction yield, written as a fraction of the theoretical maximum amount of product (1.0 means a 100% yield; for example, 0.34 means a 34% yield). The reactants are [F:1][C:2]1[CH:10]=[CH:9][CH:8]=[C:7]([F:11])[C:3]=1[C:4](Cl)=[O:5].[Cl:12][C:13]1[C:14]([C:24]2[CH:30]=[CH:29][C:27]([NH2:28])=[CH:26][CH:25]=2)=[CH:15][C:16]2[O:20][C:19]([F:22])([F:21])[O:18][C:17]=2[CH:23]=1.CCN(C(C)C)C(C)C. The product is [Cl:12][C:13]1[C:14]([C:24]2[CH:25]=[CH:26][C:27]([NH:28][C:4](=[O:5])[C:3]3[C:2]([F:1])=[CH:10][CH:9]=[CH:8][C:7]=3[F:11])=[CH:29][CH:30]=2)=[CH:15][C:16]2[O:20][C:19]([F:22])([F:21])[O:18][C:17]=2[CH:23]=1. The catalyst is ClCCl.O1CCCC1.CO.[OH-].[Li+]. The yield is 0.330.